Dataset: Reaction yield outcomes from USPTO patents with 853,638 reactions. Task: Predict the reaction yield, written as a fraction of the theoretical maximum amount of product (1.0 means a 100% yield; for example, 0.34 means a 34% yield). The reactants are C(=O)([O-])O.[K+].F[C:7]1[CH:8]=[C:9]([O:16][C:17]2[CH:21]=[C:20]([CH3:22])[NH:19][N:18]=2)[CH:10]=[CH:11][C:12]=1[N+:13]([O-:15])=[O:14].O.[CH2:24]([OH:26])[CH3:25]. No catalyst specified. The product is [CH2:24]([O:26][C:7]1[CH:8]=[C:9]([O:16][C:17]2[CH:21]=[C:20]([CH3:22])[NH:19][N:18]=2)[CH:10]=[CH:11][C:12]=1[N+:13]([O-:15])=[O:14])[CH3:25]. The yield is 0.423.